This data is from Full USPTO retrosynthesis dataset with 1.9M reactions from patents (1976-2016). The task is: Predict the reactants needed to synthesize the given product. (1) Given the product [N:22]1([C:20]([C:6]2([CH2:5][CH2:4][CH2:3][CH2:2][N:31]3[CH2:32][CH2:33][N:28]([C:34]4[CH:43]=[CH:42][C:41]5[C:36](=[CH:37][CH:38]=[CH:39][CH:40]=5)[N:35]=4)[CH2:29][CH2:30]3)[C:7]3[CH:8]=[CH:9][CH:10]=[CH:11][C:12]=3[O:13][C:14]3[C:19]2=[CH:18][CH:17]=[CH:16][CH:15]=3)=[O:21])[CH2:23][CH2:24][O:25][CH2:26][CH2:27]1, predict the reactants needed to synthesize it. The reactants are: Br[CH2:2][CH2:3][CH2:4][CH2:5][C:6]1([C:20]([N:22]2[CH2:27][CH2:26][O:25][CH2:24][CH2:23]2)=[O:21])[C:19]2[CH:18]=[CH:17][CH:16]=[CH:15][C:14]=2[O:13][C:12]2[C:7]1=[CH:8][CH:9]=[CH:10][CH:11]=2.[N:28]1([C:34]2[CH:43]=[CH:42][C:41]3[C:36](=[CH:37][CH:38]=[CH:39][CH:40]=3)[N:35]=2)[CH2:33][CH2:32][NH:31][CH2:30][CH2:29]1. (2) Given the product [Cl:22][C:18]1[CH:19]=[C:20]2[C:15](=[CH:16][CH:17]=1)[NH:14][C:13](=[O:23])[C:12]([C@@H:10]([NH:9][C:4]1[CH:3]=[C:2]([N:26]3[CH2:27][CH2:28][O:24][C:25]3=[O:29])[CH:7]=[C:6]([CH3:8])[N:5]=1)[CH3:11])=[CH:21]2, predict the reactants needed to synthesize it. The reactants are: Br[C:2]1[CH:7]=[C:6]([CH3:8])[N:5]=[C:4]([NH:9][C@H:10]([C:12]2[C:13](=[O:23])[NH:14][C:15]3[C:20]([CH:21]=2)=[CH:19][C:18]([Cl:22])=[CH:17][CH:16]=3)[CH3:11])[CH:3]=1.[O:24]1[CH2:28][CH2:27][NH:26][C:25]1=[O:29].P([O-])([O-])([O-])=O.[K+].[K+].[K+].N[C@@H]1CCCC[C@H]1N.